From a dataset of Forward reaction prediction with 1.9M reactions from USPTO patents (1976-2016). Predict the product of the given reaction. The product is: [CH3:25][N:24]1[C:20]([O:19][C:15]2[CH:16]=[CH:17][CH:18]=[C:13]([N:5]3[CH:4]=[C:3]([C:2]([F:9])([F:8])[F:1])[CH:7]=[N:6]3)[N:14]=2)=[CH:21][C:22]([C:26]([F:29])([F:27])[F:28])=[N:23]1. Given the reactants [F:1][C:2]([F:9])([F:8])[C:3]1[CH:4]=[N:5][NH:6][CH:7]=1.[H-].[Na+].F[C:13]1[CH:18]=[CH:17][CH:16]=[C:15]([O:19][C:20]2[N:24]([CH3:25])[N:23]=[C:22]([C:26]([F:29])([F:28])[F:27])[CH:21]=2)[N:14]=1.O, predict the reaction product.